Dataset: Forward reaction prediction with 1.9M reactions from USPTO patents (1976-2016). Task: Predict the product of the given reaction. (1) Given the reactants C(O[C:6]([N:8]1[CH2:12][CH2:11][CH2:10][C@H:9]1[CH2:13][C:14]([OH:16])=[O:15])=O)(C)(C)C.C(O)(C(F)(F)F)=O.[OH-].C([N+](CCCC)(CCCC)CCCC)CCC.BrC[CH:44]([C:46]1[CH:51]=[CH:50][C:49]([C:52]2[N:56]=[C:55]([C:57]3[C:61]([CH2:62][CH2:63][CH3:64])=[C:60]([C:65]4[CH:70]=[CH:69][CH:68]=[CH:67][CH:66]=4)[O:59][N:58]=3)[O:54][N:53]=2)=[CH:48][CH:47]=1)[OH:45], predict the reaction product. The product is: [OH:45][CH:44]([C:46]1[CH:47]=[CH:48][C:49]([C:52]2[N:56]=[C:55]([C:57]3[C:61]([CH2:62][CH2:63][CH3:64])=[C:60]([C:65]4[CH:66]=[CH:67][CH:68]=[CH:69][CH:70]=4)[O:59][N:58]=3)[O:54][N:53]=2)=[CH:50][CH:51]=1)[CH2:6][N:8]1[CH2:12][CH2:11][CH2:10][C@H:9]1[CH2:13][C:14]([OH:16])=[O:15]. (2) Given the reactants C([O:4][C@@H:5]1C=C[C@H:9]([N:12]2[C:16]3[N:17]=[C:18]([S:31][CH2:32][CH2:33][CH3:34])[N:19]=[C:20]([NH:21][C@@H:22]4[CH2:24][C@H:23]4[C:25]4[CH:30]=[CH:29][CH:28]=[CH:27][CH:26]=4)[C:15]=3[N:14]=[N:13]2)[C:6]21[CH2:8][CH2:7]2)(=O)C.[C:35](=[O:38])([O-])[O-].[K+].[K+].[CH3:41][OH:42], predict the reaction product. The product is: [C:25]1([C@@H:23]2[CH2:24][C@H:22]2[NH:21][C:20]2[C:15]3[N:14]=[N:13][N:12]([C@@H:9]4[C:6]5([CH2:7][CH2:8]5)[C@H:5]([OH:4])[C@@H:41]([OH:42])[C@H:35]4[OH:38])[C:16]=3[N:17]=[C:18]([S:31][CH2:32][CH2:33][CH3:34])[N:19]=2)[CH:30]=[CH:29][CH:28]=[CH:27][CH:26]=1. (3) Given the reactants [C:1]([N:4]1[CH2:9][CH2:8][N:7]([C:10]([O:12][CH2:13][C:14]2[CH:19]=[CH:18][CH:17]=[CH:16][CH:15]=2)=[O:11])[CH2:6][CH2:5]1)(=[S:3])[NH2:2].Br[CH2:21][C:22]([C:24]1[CH:29]=[CH:28][CH:27]=[CH:26][C:25]=1[F:30])=O.C(N(C(C)C)CC)(C)C.C1COCC1, predict the reaction product. The product is: [F:30][C:25]1[CH:26]=[CH:27][CH:28]=[CH:29][C:24]=1[C:22]1[N:2]=[C:1]([N:4]2[CH2:5][CH2:6][N:7]([C:10]([O:12][CH2:13][C:14]3[CH:19]=[CH:18][CH:17]=[CH:16][CH:15]=3)=[O:11])[CH2:8][CH2:9]2)[S:3][CH:21]=1. (4) Given the reactants [CH2:1]([N:5]1[C:13]2[C:8](=[CH:9][C:10]([O:16][C:17]([F:20])([F:19])[F:18])=[CH:11][C:12]=2[CH2:14]O)[CH:7]=[N:6]1)[CH:2]([CH3:4])[CH3:3].[CH3:21][O:22][C:23]([C:25]1[CH:33]=[CH:32][C:28]2[NH:29][CH:30]=[N:31][C:27]=2[CH:26]=1)=[O:24], predict the reaction product. The product is: [CH3:21][O:22][C:23]([C:25]1[CH:33]=[CH:32][C:28]2[N:29]([CH2:14][C:12]3[CH:11]=[C:10]([O:16][C:17]([F:20])([F:19])[F:18])[CH:9]=[C:8]4[C:13]=3[N:5]([CH2:1][CH:2]([CH3:4])[CH3:3])[N:6]=[CH:7]4)[CH:30]=[N:31][C:27]=2[CH:26]=1)=[O:24]. (5) Given the reactants [Br:1][C:2]1[C:10]2[C:5](=[N:6][CH:7]=[C:8](F)[CH:9]=2)[N:4]([C:12]([C:25]2[CH:30]=[CH:29][CH:28]=[CH:27][CH:26]=2)([C:19]2[CH:24]=[CH:23][CH:22]=[CH:21][CH:20]=2)[C:13]2[CH:18]=[CH:17][CH:16]=[CH:15][CH:14]=2)[N:3]=1.CC([O-])=O.[K+].CC1(C)C(C)(C)OB(B2OC(C)(C)C(C)(C)O2)O1, predict the reaction product. The product is: [Br:1][C:2]1[C:10]2[C:5](=[N:6][CH:7]=[CH:8][CH:9]=2)[N:4]([C:12]([C:25]2[CH:30]=[CH:29][CH:28]=[CH:27][CH:26]=2)([C:19]2[CH:20]=[CH:21][CH:22]=[CH:23][CH:24]=2)[C:13]2[CH:18]=[CH:17][CH:16]=[CH:15][CH:14]=2)[N:3]=1.